Dataset: Forward reaction prediction with 1.9M reactions from USPTO patents (1976-2016). Task: Predict the product of the given reaction. (1) Given the reactants [CH3:1][C:2]1[CH:7]=[CH:6][CH:5]=[C:4](P(=O)=O)[C:3]=1[OH:11].[P:12](C1C(C)=CC=CC=1O)(=[O:14])=[O:13], predict the reaction product. The product is: [CH3:1][C:2]1[CH:7]=[CH:6][CH:5]=[CH:4][C:3]=1[O:11][P:12](=[O:14])=[O:13]. (2) Given the reactants I[C:2]1[CH:23]=[CH:22][C:5]2[NH:6][C:7]([C@@H:9]3[CH2:13][C@H:12]([CH3:14])[CH2:11][N:10]3[C:15]([O:17][C:18]([CH3:21])([CH3:20])[CH3:19])=[O:16])=[N:8][C:4]=2[CH:3]=1.[C:24]([C:26]1[CH:31]=[CH:30][C:29]([C:32]2[N:33]=[C:34]([C@@H:37]3[CH2:41][C@H:40]([CH3:42])[CH2:39][N:38]3[C:43]([O:45][C:46]([CH3:49])([CH3:48])[CH3:47])=[O:44])[NH:35][CH:36]=2)=[CH:28][CH:27]=1)#[CH:25].C(Cl)Cl, predict the reaction product. The product is: [C:18]([O:17][C:15]([N:10]1[CH2:11][C@@H:12]([CH3:14])[CH2:13][C@H:9]1[C:7]1[NH:6][C:5]2[CH:22]=[CH:23][C:2]([C:25]#[C:24][C:26]3[CH:31]=[CH:30][C:29]([C:32]4[N:33]=[C:34]([C@@H:37]5[CH2:41][C@H:40]([CH3:42])[CH2:39][N:38]5[C:43]([O:45][C:46]([CH3:47])([CH3:49])[CH3:48])=[O:44])[NH:35][CH:36]=4)=[CH:28][CH:27]=3)=[CH:3][C:4]=2[N:8]=1)=[O:16])([CH3:21])([CH3:20])[CH3:19]. (3) Given the reactants C(NC(C)C)(C)C.[Li]CCCC.[CH3:13][C:14]1[CH:23]=[CH:22][C:21]2[C:16](=[CH:17][CH:18]=[CH:19][CH:20]=2)[N:15]=1.Cl[P:25](=[O:32])([O:29][CH2:30][CH3:31])[O:26][CH2:27][CH3:28].[NH4+].[Cl-], predict the reaction product. The product is: [N:15]1[C:16]2[C:21](=[CH:20][CH:19]=[CH:18][CH:17]=2)[CH:22]=[CH:23][C:14]=1[CH2:13][P:25](=[O:32])([O:29][CH2:30][CH3:31])[O:26][CH2:27][CH3:28]. (4) Given the reactants [Cl:1][C:2]1[CH:7]=[CH:6][C:5]([CH:8]2[CH:12]([C:13]3[CH:18]=[CH:17][N:16]=[CH:15][CH:14]=3)[NH:11][NH:10][C:9]2=[O:19])=[CH:4][CH:3]=1, predict the reaction product. The product is: [Cl:1][C:2]1[CH:3]=[CH:4][C:5]([C:8]2[C:9](=[O:19])[NH:10][NH:11][C:12]=2[C:13]2[CH:18]=[CH:17][N:16]=[CH:15][CH:14]=2)=[CH:6][CH:7]=1.